This data is from NCI-60 drug combinations with 297,098 pairs across 59 cell lines. The task is: Regression. Given two drug SMILES strings and cell line genomic features, predict the synergy score measuring deviation from expected non-interaction effect. (1) Drug 1: CC1C(C(=O)NC(C(=O)N2CCCC2C(=O)N(CC(=O)N(C(C(=O)O1)C(C)C)C)C)C(C)C)NC(=O)C3=C4C(=C(C=C3)C)OC5=C(C(=O)C(=C(C5=N4)C(=O)NC6C(OC(=O)C(N(C(=O)CN(C(=O)C7CCCN7C(=O)C(NC6=O)C(C)C)C)C)C(C)C)C)N)C. Drug 2: C1CN(CCN1C(=O)CCBr)C(=O)CCBr. Cell line: BT-549. Synergy scores: CSS=16.9, Synergy_ZIP=-7.85, Synergy_Bliss=-5.53, Synergy_Loewe=-3.93, Synergy_HSA=-2.83. (2) Drug 1: CC1=CC2C(CCC3(C2CCC3(C(=O)C)OC(=O)C)C)C4(C1=CC(=O)CC4)C. Drug 2: C1=CC=C(C=C1)NC(=O)CCCCCCC(=O)NO. Cell line: NCI-H226. Synergy scores: CSS=3.51, Synergy_ZIP=2.17, Synergy_Bliss=5.65, Synergy_Loewe=-3.29, Synergy_HSA=-0.0881. (3) Drug 1: C1CC(=O)NC(=O)C1N2CC3=C(C2=O)C=CC=C3N. Drug 2: C1=NNC2=C1C(=O)NC=N2. Cell line: K-562. Synergy scores: CSS=13.5, Synergy_ZIP=-0.732, Synergy_Bliss=6.05, Synergy_Loewe=7.30, Synergy_HSA=6.76. (4) Drug 1: CN(C)N=NC1=C(NC=N1)C(=O)N. Drug 2: C1C(C(OC1N2C=NC(=NC2=O)N)CO)O. Cell line: M14. Synergy scores: CSS=3.28, Synergy_ZIP=2.62, Synergy_Bliss=4.63, Synergy_Loewe=-2.80, Synergy_HSA=0.0281. (5) Drug 1: COC1=C(C=C2C(=C1)N=CN=C2NC3=CC(=C(C=C3)F)Cl)OCCCN4CCOCC4. Synergy scores: CSS=60.0, Synergy_ZIP=0.470, Synergy_Bliss=-0.00221, Synergy_Loewe=6.37, Synergy_HSA=7.04. Drug 2: C1C(C(OC1N2C=C(C(=O)NC2=O)F)CO)O. Cell line: OVCAR-5. (6) Drug 1: COC1=C(C=C2C(=C1)N=CN=C2NC3=CC(=C(C=C3)F)Cl)OCCCN4CCOCC4. Drug 2: CC(C)NC(=O)C1=CC=C(C=C1)CNNC.Cl. Cell line: MALME-3M. Synergy scores: CSS=20.9, Synergy_ZIP=5.95, Synergy_Bliss=9.56, Synergy_Loewe=-18.9, Synergy_HSA=3.76. (7) Synergy scores: CSS=44.0, Synergy_ZIP=6.17, Synergy_Bliss=8.74, Synergy_Loewe=3.51, Synergy_HSA=4.29. Drug 2: C1=NC2=C(N1)C(=S)N=CN2. Drug 1: CC(C)(C#N)C1=CC(=CC(=C1)CN2C=NC=N2)C(C)(C)C#N. Cell line: HCT116. (8) Drug 1: CC1=C(C(CCC1)(C)C)C=CC(=CC=CC(=CC(=O)O)C)C. Drug 2: C1CC(=O)NC(=O)C1N2C(=O)C3=CC=CC=C3C2=O. Cell line: HOP-62. Synergy scores: CSS=0.220, Synergy_ZIP=-0.443, Synergy_Bliss=-2.88, Synergy_Loewe=-2.81, Synergy_HSA=-5.09. (9) Drug 1: C1=CC(=CC=C1CCCC(=O)O)N(CCCl)CCCl. Drug 2: N.N.Cl[Pt+2]Cl. Cell line: SK-OV-3. Synergy scores: CSS=5.69, Synergy_ZIP=-4.32, Synergy_Bliss=-4.91, Synergy_Loewe=-4.42, Synergy_HSA=-4.28. (10) Drug 1: CCC1(CC2CC(C3=C(CCN(C2)C1)C4=CC=CC=C4N3)(C5=C(C=C6C(=C5)C78CCN9C7C(C=CC9)(C(C(C8N6C)(C(=O)OC)O)OC(=O)C)CC)OC)C(=O)OC)O.OS(=O)(=O)O. Drug 2: COCCOC1=C(C=C2C(=C1)C(=NC=N2)NC3=CC=CC(=C3)C#C)OCCOC.Cl. Cell line: MALME-3M. Synergy scores: CSS=3.11, Synergy_ZIP=-0.936, Synergy_Bliss=-1.73, Synergy_Loewe=-1.62, Synergy_HSA=-2.31.